This data is from Experimentally validated miRNA-target interactions with 360,000+ pairs, plus equal number of negative samples. The task is: Binary Classification. Given a miRNA mature sequence and a target amino acid sequence, predict their likelihood of interaction. (1) The miRNA is hsa-miR-4316 with sequence GGUGAGGCUAGCUGGUG. The protein sequence of the target gene is MSRFFTTGSDSESESSLSGEELVTKPVGGNYGKQPLLLSEDEEDTKRVVRSAKDKRFEELTNLIRTIRNAMKIRDVTKCLEEFELLGKAYGKAKSIVDKEGVPRFYIRILADLEDYLNELWEDKEGKKKMNKNNAKALSTLRQKIRKYNRDFESHITSYKQNPEQSADEDAEKNEEDSEGSSDEDEDEDGVSAATFLKKKSEAPSGESRKFLKKMDDEDEDSEDSEDDEDWDTGSTSSDSDSEEEEGKQTALASRFLKKAPTTDEDKKAAEKKREDKAKKKHDRKSKRLDEEEEDNEGGE.... Result: 0 (no interaction). (2) The miRNA is hsa-miR-6837-5p with sequence ACCAGGGCCAGCAGGGAAUGU. The protein sequence of the target gene is MGDWSFLGRLLENAQEHSTVIGKVWLTVLFIFRILVLGAAAEDVWGDEQSDFTCNTQQPGCENVCYDRAFPISHIRFWALQIIFVSTPTLIYLGHVLHIVRMEEKKKEREEEEQLKRESPSPKEPPQDNPSSRDDRGRVRMAGALLRTYVFNIIFKTLFEVGFIAGQYFLYGFELKPLYRCDRWPCPNTVDCFISRPTEKTIFIIFMLAVACASLLLNMLEIYHLGWKKLKQGVTSRLGPDASEAPLGTADPPPLPPSSRPPAVAIGFPPYYAHTAAPLGQARAVGYPGAPPPAADFKLL.... Result: 0 (no interaction). (3) The miRNA is hsa-miR-181b-2-3p with sequence CUCACUGAUCAAUGAAUGCA. The protein sequence of the target gene is MVEADRPGKLFIGGLNTETNEKALETVFGKYGRIVEVLLIKDRETNKSRGFAFVTFESPADAKDAARDMNGKSLDGKAIKVEQATKPSFERGRHGPPPPPRSRGPPRGFGAGRGGSGGTRGPPSRGGHMDDGGYSMNFNMSSSRGPLPVKRGPPPRSGGPSPKRSAPSGLVRSSSGMGGRAPLSRGRDSYGGPPRREPLPSRRDVYLSPRDDGYSTKDSYSSRDYPSSRDTRDYAPPPRDYTYRDYGHSSSRDDYPSRGYGDRDGYGRDRDYSDHPSGGSYRDSYESYGNSRSAPLTRGP.... Result: 0 (no interaction).